This data is from Reaction yield outcomes from USPTO patents with 853,638 reactions. The task is: Predict the reaction yield, written as a fraction of the theoretical maximum amount of product (1.0 means a 100% yield; for example, 0.34 means a 34% yield). The reactants are B(Cl)(Cl)Cl.C([O:12][CH2:13][CH2:14][N:15]([C:22]1[CH:27]=[C:26]([CH3:28])[C:25]([Br:29])=[C:24]([CH3:30])[CH:23]=1)[C:16]([NH:18][CH2:19][CH2:20][OH:21])=[O:17])C1C=CC=CC=1.C(=O)(O)[O-].[Na+]. The catalyst is ClCCl. The product is [Br:29][C:25]1[C:24]([CH3:30])=[CH:23][C:22]([N:15]([CH2:14][CH2:13][OH:12])[C:16]([NH:18][CH2:19][CH2:20][OH:21])=[O:17])=[CH:27][C:26]=1[CH3:28]. The yield is 0.830.